Dataset: Retrosynthesis with 50K atom-mapped reactions and 10 reaction types from USPTO. Task: Predict the reactants needed to synthesize the given product. (1) Given the product CCOC(=O)C=C(c1ccc(C(F)(F)F)cc1)c1ccc(C(F)(F)F)cc1, predict the reactants needed to synthesize it. The reactants are: CCOC(=O)CP(=O)(OCC)OCC.O=C(c1ccc(C(F)(F)F)cc1)c1ccc(C(F)(F)F)cc1. (2) Given the product NNC(=O)C(O)c1ccccc1Cl, predict the reactants needed to synthesize it. The reactants are: NN.O=C(O)C(O)c1ccccc1Cl.